This data is from Reaction yield outcomes from USPTO patents with 853,638 reactions. The task is: Predict the reaction yield, written as a fraction of the theoretical maximum amount of product (1.0 means a 100% yield; for example, 0.34 means a 34% yield). (1) The reactants are Cl.O1CCOCC1.[Cl:8][C:9]1[CH:29]=[CH:28][C:12]([CH2:13][C:14]2([F:27])[CH2:19][CH2:18][N:17](C(OC(C)(C)C)=O)[CH2:16][CH2:15]2)=[C:11]([F:30])[CH:10]=1. The catalyst is O1CCOCC1. The product is [ClH:8].[Cl:8][C:9]1[CH:29]=[CH:28][C:12]([CH2:13][C:14]2([F:27])[CH2:15][CH2:16][NH:17][CH2:18][CH2:19]2)=[C:11]([F:30])[CH:10]=1. The yield is 0.870. (2) The catalyst is CO.O1CCCC1. The yield is 0.610. The reactants are [N:1]1([C:7]([O:9][CH2:10][C:11]2[CH:16]=[CH:15][CH:14]=[CH:13][CH:12]=2)=[O:8])[CH2:6][CH2:5][NH:4][CH2:3][CH2:2]1.[Si:17]([O:24][CH2:25][CH:26]=O)([C:20]([CH3:23])([CH3:22])[CH3:21])([CH3:19])[CH3:18].ClC(Cl)C.C(O[BH-](OC(=O)C)OC(=O)C)(=O)C.[Na+].C(=O)(O)[O-].[Na+]. The product is [Si:17]([O:24][CH2:25][CH2:26][N:4]1[CH2:5][CH2:6][N:1]([C:7]([O:9][CH2:10][C:11]2[CH:16]=[CH:15][CH:14]=[CH:13][CH:12]=2)=[O:8])[CH2:2][CH2:3]1)([C:20]([CH3:23])([CH3:22])[CH3:21])([CH3:19])[CH3:18]. (3) The reactants are O[C@@H:2]1[CH2:7][CH2:6][CH2:5][CH2:4][C@H:3]1[NH:8][C:9]1[CH2:14][CH2:13][CH2:12][C:11](=[O:15])[CH:10]=1.BrC1C(C)=CC(C)=CC=1C.C(=O)([O-])[O-].[K+].[K+].CN(C=O)C. The catalyst is C1C=CC([P]([Pd]([P](C2C=CC=CC=2)(C2C=CC=CC=2)C2C=CC=CC=2)([P](C2C=CC=CC=2)(C2C=CC=CC=2)C2C=CC=CC=2)[P](C2C=CC=CC=2)(C2C=CC=CC=2)C2C=CC=CC=2)(C2C=CC=CC=2)C2C=CC=CC=2)=CC=1.O. The product is [CH2:14]1[C:9]2[NH:8][C:3]3[CH2:4][CH2:5][CH2:6][CH2:7][C:2]=3[C:10]=2[C:11](=[O:15])[CH2:12][CH2:13]1. The yield is 0.890. (4) The reactants are [CH2:1]([C:3]1[N:8]([C:9]2[CH:14]=[CH:13][C:12]([F:15])=[CH:11][CH:10]=2)[C:7](=[O:16])[CH:6]=[CH:5][N:4]=1)[CH3:2].C([O-])(=O)C.[Na+].[Br:22]Br.C(=O)([O-])[O-].[K+].[K+]. The catalyst is C(O)(=O)C.O. The product is [Br:22][CH:1]([C:3]1[N:8]([C:9]2[CH:14]=[CH:13][C:12]([F:15])=[CH:11][CH:10]=2)[C:7](=[O:16])[CH:6]=[CH:5][N:4]=1)[CH3:2]. The yield is 0.960. (5) The reactants are [N+:1]([C:4]1[CH:12]=[C:11]2[C:7]([CH2:8][CH2:9][C:10]2=[O:13])=[CH:6][CH:5]=1)([O-])=O.ClCCl.C(OCC)(=O)C. The catalyst is CO.[C].[Pd]. The product is [NH2:1][C:4]1[CH:12]=[C:11]2[C:7]([CH2:8][CH2:9][C:10]2=[O:13])=[CH:6][CH:5]=1. The yield is 0.810.